From a dataset of HIV replication inhibition screening data with 41,000+ compounds from the AIDS Antiviral Screen. Binary Classification. Given a drug SMILES string, predict its activity (active/inactive) in a high-throughput screening assay against a specified biological target. (1) The drug is CCOC(=O)N1N(c2ccccc2)C(=O)C1(c1ccccc1)c1ccccc1. The result is 0 (inactive). (2) The drug is O=C(C(=CNC(=S)Nc1ccccc1Cl)C(=O)c1ccccc1)c1ccccc1. The result is 0 (inactive). (3) The compound is COC1=CC(C)=CC(C)C(O)C(C)CC(C)=CC=CC(OC)C(C(C)C(O)C(C)C2(O)CC(O)C(C)C(C(C)C)O2)OC1=O. The result is 0 (inactive). (4) The molecule is ON=C1CCCCC(=NO)CCCC1. The result is 0 (inactive). (5) The molecule is O=C1NC(=O)C2(CCN(Cc3ccccc3)CC2)N1c1ccccc1. The result is 0 (inactive). (6) The molecule is Cc1cc2c(C(C)C)c(O)c(O)c(C=NCc3ccoc3)c2c(O)c1-c1c(C)cc2c(C(C)C)c(O)c(O)c(C=NCc3ccco3)c2c1O. The result is 0 (inactive).